This data is from Full USPTO retrosynthesis dataset with 1.9M reactions from patents (1976-2016). The task is: Predict the reactants needed to synthesize the given product. (1) Given the product [O:17]1[CH:18]=[CH:19][CH:20]=[C:16]1[C:11]1[N:12]=[C:13]([NH:15][C:21]([C:22]2[CH:27]=[CH:26][N:25]=[CH:24][CH:23]=2)=[O:28])[S:14][C:10]=1[C:8]([C:6]1[CH:5]=[CH:4][N:3]=[C:2]([CH3:1])[CH:7]=1)=[O:9], predict the reactants needed to synthesize it. The reactants are: [CH3:1][C:2]1[CH:7]=[C:6]([C:8]([C:10]2[S:14][C:13]([NH2:15])=[N:12][C:11]=2[C:16]2[O:17][CH:18]=[CH:19][CH:20]=2)=[O:9])[CH:5]=[CH:4][N:3]=1.[C:21](O)(=[O:28])[C:22]1[CH:27]=[CH:26][N:25]=[CH:24][CH:23]=1.CCN=C=NCCCN(C)C.Cl.O.ON1C2C=CC=CC=2N=N1. (2) Given the product [C:1]12([C:11]3[CH:16]=[C:15]([C:17]4[CH:22]=[CH:21][C:20]([CH:23]5[O:27][CH2:26][CH2:25][O:24]5)=[CH:19][N:18]=4)[CH:14]=[C:13]([NH2:28])[C:12]=3[OH:31])[CH2:2][CH:3]3[CH2:4][CH:5]([CH2:6][CH:7]([CH2:9]3)[CH2:8]1)[CH2:10]2, predict the reactants needed to synthesize it. The reactants are: [C:1]12([C:11]3[CH:16]=[C:15]([C:17]4[CH:22]=[CH:21][C:20]([CH:23]5[O:27][CH2:26][CH2:25][O:24]5)=[CH:19][N:18]=4)[CH:14]=[C:13]([N+:28]([O-])=O)[C:12]=3[OH:31])[CH2:10][CH:5]3[CH2:6][CH:7]([CH2:9][CH:3]([CH2:4]3)[CH2:2]1)[CH2:8]2.C([O-])=O.[NH4+]. (3) Given the product [ClH:12].[CH3:13][N:14]([CH3:16])[CH2:15][CH:8]([C:4]1[CH:3]=[C:2]([CH3:1])[CH:7]=[CH:6][CH:5]=1)[C:9](=[O:11])[CH3:10], predict the reactants needed to synthesize it. The reactants are: [CH3:1][C:2]1[CH:3]=[C:4]([CH2:8][C:9](=[O:11])[CH3:10])[CH:5]=[CH:6][CH:7]=1.[ClH:12].[CH3:13][NH:14][CH3:15].[CH2:16]=O. (4) Given the product [O:30]1[CH2:29][CH2:28][N:27]([CH2:26][CH2:25][C:16]2[C:17]3[C:22](=[CH:21][CH:20]=[CH:19][CH:18]=3)[CH:23]=[C:14]([C@@H:12]([NH:11][C:4]3[C:5]4[N:6]([CH:8]=[CH:9][N:10]=4)[N:7]=[CH:2][CH:3]=3)[CH3:13])[N:15]=2)[CH2:32][CH2:31]1, predict the reactants needed to synthesize it. The reactants are: Cl[C:2]1[CH:3]=[C:4]([NH:11][C@H:12]([C:14]2[N:15]=[C:16]([CH2:25][CH2:26][N:27]3[CH2:32][CH2:31][O:30][CH2:29][CH2:28]3)[C:17]3[C:22]([CH:23]=2)=[CH:21][CH:20]=[CH:19][C:18]=3Cl)[CH3:13])[C:5]2[N:6]([CH:8]=[CH:9][N:10]=2)[N:7]=1.C(N(CC)CC)C. (5) Given the product [CH3:1][C:2]1[N:3]=[C:4]([C:9]2[CH:14]=[CH:13][C:12]([C:15]([F:18])([F:17])[F:16])=[CH:11][CH:10]=2)[S:5][C:6]=1[CH2:7][NH:19][C:20]1[CH:21]=[CH:22][C:23]([C@@H:26]2[CH2:28][C@H:27]2[C:29]([OH:31])=[O:30])=[CH:24][CH:25]=1, predict the reactants needed to synthesize it. The reactants are: [CH3:1][C:2]1[N:3]=[C:4]([C:9]2[CH:14]=[CH:13][C:12]([C:15]([F:18])([F:17])[F:16])=[CH:11][CH:10]=2)[S:5][C:6]=1[CH:7]=O.[NH2:19][C:20]1[CH:25]=[CH:24][C:23]([C@@H:26]2[CH2:28][C@H:27]2[C:29]([OH:31])=[O:30])=[CH:22][CH:21]=1. (6) Given the product [CH2:15]([N:11]1[CH2:12][CH2:13][CH2:14][N:8]([C:6]2[N:7]=[C:2]([C:25]3[CH:26]=[C:27]([CH:28]=[CH:29][C:24]=3[F:23])[CH:30]=[O:31])[CH:3]=[N:4][CH:5]=2)[CH2:9][CH2:10]1)[CH3:16], predict the reactants needed to synthesize it. The reactants are: Cl[C:2]1[N:7]=[C:6]([N:8]2[CH2:14][CH2:13][CH2:12][N:11]([CH2:15][CH3:16])[CH2:10][CH2:9]2)[CH:5]=[N:4][CH:3]=1.C([O-])([O-])=O.[Cs+].[Cs+].[F:23][C:24]1[CH:29]=[CH:28][C:27]([CH:30]=[O:31])=[CH:26][C:25]=1B(O)O.